This data is from Full USPTO retrosynthesis dataset with 1.9M reactions from patents (1976-2016). The task is: Predict the reactants needed to synthesize the given product. Given the product [Cl:1][C:2]1[CH:3]=[N:4][CH:5]=[C:6]([Cl:8])[C:7]=1[CH2:21][CH2:22][CH2:23][O:24][CH2:25][O:26][CH3:27], predict the reactants needed to synthesize it. The reactants are: [Cl:1][C:2]1[CH:3]=[N:4][CH:5]=[C:6]([Cl:8])[CH:7]=1.C([Li])CCC.CCCCCC.Br[CH2:21][CH2:22][CH2:23][O:24][CH2:25][O:26][CH3:27].